The task is: Regression. Given two drug SMILES strings and cell line genomic features, predict the synergy score measuring deviation from expected non-interaction effect.. This data is from NCI-60 drug combinations with 297,098 pairs across 59 cell lines. (1) Drug 1: C1CCC(C(C1)N)N.C(=O)(C(=O)[O-])[O-].[Pt+4]. Drug 2: C1C(C(OC1N2C=NC3=C2NC=NCC3O)CO)O. Cell line: SK-MEL-5. Synergy scores: CSS=27.8, Synergy_ZIP=-7.67, Synergy_Bliss=-4.97, Synergy_Loewe=-7.94, Synergy_HSA=-3.68. (2) Drug 1: CC(C)CN1C=NC2=C1C3=CC=CC=C3N=C2N. Drug 2: CC1CCCC2(C(O2)CC(NC(=O)CC(C(C(=O)C(C1O)C)(C)C)O)C(=CC3=CSC(=N3)C)C)C. Cell line: U251. Synergy scores: CSS=49.4, Synergy_ZIP=9.22, Synergy_Bliss=3.37, Synergy_Loewe=-20.8, Synergy_HSA=-6.81. (3) Drug 1: C1CCC(C1)C(CC#N)N2C=C(C=N2)C3=C4C=CNC4=NC=N3. Drug 2: CC1=C(C=C(C=C1)C(=O)NC2=CC(=CC(=C2)C(F)(F)F)N3C=C(N=C3)C)NC4=NC=CC(=N4)C5=CN=CC=C5. Cell line: SW-620. Synergy scores: CSS=4.88, Synergy_ZIP=0.851, Synergy_Bliss=-0.356, Synergy_Loewe=-5.55, Synergy_HSA=-5.41.